From a dataset of NCI-60 drug combinations with 297,098 pairs across 59 cell lines. Regression. Given two drug SMILES strings and cell line genomic features, predict the synergy score measuring deviation from expected non-interaction effect. (1) Drug 1: CS(=O)(=O)CCNCC1=CC=C(O1)C2=CC3=C(C=C2)N=CN=C3NC4=CC(=C(C=C4)OCC5=CC(=CC=C5)F)Cl. Drug 2: N.N.Cl[Pt+2]Cl. Cell line: DU-145. Synergy scores: CSS=58.0, Synergy_ZIP=1.92, Synergy_Bliss=0.467, Synergy_Loewe=-2.54, Synergy_HSA=1.56. (2) Drug 1: CCCCCOC(=O)NC1=NC(=O)N(C=C1F)C2C(C(C(O2)C)O)O. Drug 2: C1CNP(=O)(OC1)N(CCCl)CCCl. Cell line: RXF 393. Synergy scores: CSS=-1.62, Synergy_ZIP=1.20, Synergy_Bliss=-0.0192, Synergy_Loewe=-2.05, Synergy_HSA=-2.39. (3) Drug 2: C1=CC=C(C=C1)NC(=O)CCCCCCC(=O)NO. Synergy scores: CSS=3.91, Synergy_ZIP=-0.186, Synergy_Bliss=1.80, Synergy_Loewe=-3.03, Synergy_HSA=-1.21. Drug 1: COC1=NC(=NC2=C1N=CN2C3C(C(C(O3)CO)O)O)N. Cell line: HCT-15.